This data is from Forward reaction prediction with 1.9M reactions from USPTO patents (1976-2016). The task is: Predict the product of the given reaction. Given the reactants [N:1]([CH2:4][C:5]1[N:6]=[C:7]([N:10]2[CH2:13][CH:12]([O:14][Si:15]([C:28]([CH3:31])([CH3:30])[CH3:29])([C:22]3[CH:27]=[CH:26][CH:25]=[CH:24][CH:23]=3)[C:16]3[CH:21]=[CH:20][CH:19]=[CH:18][CH:17]=3)[CH2:11]2)[S:8][CH:9]=1)=[N+]=[N-].[C:32]1([S:38](Cl)(=[O:40])=[O:39])[CH:37]=[CH:36][CH:35]=[CH:34][CH:33]=1.C(N(CC)CC)C, predict the reaction product. The product is: [Si:15]([O:14][CH:12]1[CH2:13][N:10]([C:7]2[S:8][CH:9]=[C:5]([CH2:4][NH:1][S:38]([C:32]3[CH:37]=[CH:36][CH:35]=[CH:34][CH:33]=3)(=[O:40])=[O:39])[N:6]=2)[CH2:11]1)([C:28]([CH3:31])([CH3:30])[CH3:29])([C:22]1[CH:27]=[CH:26][CH:25]=[CH:24][CH:23]=1)[C:16]1[CH:21]=[CH:20][CH:19]=[CH:18][CH:17]=1.